From a dataset of Full USPTO retrosynthesis dataset with 1.9M reactions from patents (1976-2016). Predict the reactants needed to synthesize the given product. (1) Given the product [S:9]1[C:5]2[CH:4]=[CH:3][C:2]([OH:12])=[CH:10][C:6]=2[CH:7]=[N:8]1, predict the reactants needed to synthesize it. The reactants are: N[C:2]1[CH:3]=[CH:4][C:5]2[S:9][N:8]=[CH:7][C:6]=2[CH:10]=1.S(=O)(=O)(O)[OH:12].N([O-])=O.[Na+]. (2) Given the product [Br:1][C:2]1[C:3]([O:9][CH3:10])=[CH:4][CH:5]=[C:6]([F:8])[C:7]=1[CH:22]=[O:23], predict the reactants needed to synthesize it. The reactants are: [Br:1][C:2]1[CH:7]=[C:6]([F:8])[CH:5]=[CH:4][C:3]=1[O:9][CH3:10].[Li+].CC([N-]C(C)C)C.CN([CH:22]=[O:23])C. (3) Given the product [CH2:1]([O:8][C:9]1([C:13]2[S:14][C:15]([C:18]3[CH:23]=[C:22]([NH2:24])[CH:21]=[C:20]([CH3:27])[N:19]=3)=[CH:16][N:17]=2)[CH2:12][CH2:11][CH2:10]1)[C:2]1[CH:3]=[CH:4][CH:5]=[CH:6][CH:7]=1, predict the reactants needed to synthesize it. The reactants are: [CH2:1]([O:8][C:9]1([C:13]2[S:14][C:15]([C:18]3[CH:23]=[C:22]([N+:24]([O-])=O)[CH:21]=[C:20]([CH3:27])[N:19]=3)=[CH:16][N:17]=2)[CH2:12][CH2:11][CH2:10]1)[C:2]1[CH:7]=[CH:6][CH:5]=[CH:4][CH:3]=1.O. (4) Given the product [CH2:5]([O:4][C:2]([N:11]1[C:10](=[O:12])[C:9]2[CH2:13][CH2:14][CH2:15][CH2:16][C:8]=2[C:7]1=[O:17])=[O:3])[CH3:6], predict the reactants needed to synthesize it. The reactants are: Cl[C:2]([O:4][CH2:5][CH3:6])=[O:3].[C:7]1(=[O:17])[NH:11][C:10](=[O:12])[C:9]2[CH2:13][CH2:14][CH2:15][CH2:16][C:8]1=2.C(N(CC)CC)C.CO.